From a dataset of Full USPTO retrosynthesis dataset with 1.9M reactions from patents (1976-2016). Predict the reactants needed to synthesize the given product. (1) Given the product [CH3:19][O:18][C:15]1[CH:16]=[CH:17][C:12]([CH2:11][N:8]2[CH2:9][CH2:10][N:5]3[N:4]=[C:3]([CH2:2][O:1][C:23]4[CH:28]=[CH:27][CH:26]=[CH:25][N:24]=4)[CH:21]=[C:6]3[C:7]2=[O:20])=[CH:13][CH:14]=1, predict the reactants needed to synthesize it. The reactants are: [OH:1][CH2:2][C:3]1[CH:21]=[C:6]2[C:7](=[O:20])[N:8]([CH2:11][C:12]3[CH:17]=[CH:16][C:15]([O:18][CH3:19])=[CH:14][CH:13]=3)[CH2:9][CH2:10][N:5]2[N:4]=1.Cl[C:23]1[CH:28]=[CH:27][CH:26]=[CH:25][N:24]=1.FC1C=CC(N2CCN3N=C(COC4C=CC=CN=4)C=C3C2=O)=CC=1. (2) Given the product [Cl:21][C:22]1[CH:30]=[C:29]2[C:25]([C:26]([C:2]3[N:3]=[C:4]4[C:10]([CH:11]=[O:12])=[CH:9][N:8]([CH2:13][O:14][CH2:15][CH2:16][Si:17]([CH3:20])([CH3:19])[CH3:18])[C:5]4=[N:6][CH:7]=3)=[N:27][N:28]2[CH3:31])=[CH:24][CH:23]=1, predict the reactants needed to synthesize it. The reactants are: Br[C:2]1[N:3]=[C:4]2[C:10]([CH:11]=[O:12])=[CH:9][N:8]([CH2:13][O:14][CH2:15][CH2:16][Si:17]([CH3:20])([CH3:19])[CH3:18])[C:5]2=[N:6][CH:7]=1.[Cl:21][C:22]1[CH:30]=[C:29]2[C:25]([C:26]([Sn](CCCC)(CCCC)CCCC)=[N:27][N:28]2[CH3:31])=[CH:24][CH:23]=1. (3) The reactants are: [N+:1]([C:4]1[CH:10]=[C:9]([O:11][Si:12]([CH3:18])([CH3:17])[C:13]([CH3:16])([CH3:15])[CH3:14])[CH:8]=[CH:7][C:5]=1[NH2:6])([O-:3])=[O:2].C[Si]([N-][Si](C)(C)C)(C)C.[Na+].C1COCC1.[C:34](O[C:34]([O:36][C:37]([CH3:40])([CH3:39])[CH3:38])=[O:35])([O:36][C:37]([CH3:40])([CH3:39])[CH3:38])=[O:35]. Given the product [C:37]([O:36][C:34]([NH:6][C:5]1[CH:7]=[CH:8][C:9]([O:11][Si:12]([CH3:17])([CH3:18])[C:13]([CH3:14])([CH3:15])[CH3:16])=[CH:10][C:4]=1[N+:1]([O-:3])=[O:2])=[O:35])([CH3:40])([CH3:39])[CH3:38], predict the reactants needed to synthesize it.